From a dataset of Full USPTO retrosynthesis dataset with 1.9M reactions from patents (1976-2016). Predict the reactants needed to synthesize the given product. (1) Given the product [Cl:11][C:8]1[CH:9]=[C:10]2[C:5](=[CH:6][CH:7]=1)[NH:4][C:3](=[O:12])[C:2]2([NH:28][C@@H:29]([CH2:35][CH2:36][S:37][CH3:38])[C:30]([N:32]([CH3:34])[CH3:33])=[O:31])[C:13]1[CH:18]=[CH:17][CH:16]=[CH:15][C:14]=1[O:19][CH3:20], predict the reactants needed to synthesize it. The reactants are: Cl[C:2]1([C:13]2[CH:18]=[CH:17][CH:16]=[CH:15][C:14]=2[O:19][CH3:20])[C:10]2[C:5](=[CH:6][CH:7]=[C:8]([Cl:11])[CH:9]=2)[NH:4][C:3]1=[O:12].FC(F)(F)C(O)=O.[NH2:28][C@@H:29]([CH2:35][CH2:36][S:37][CH3:38])[C:30]([N:32]([CH3:34])[CH3:33])=[O:31]. (2) The reactants are: [CH:1]1([C:7]2[N:12]([C:13]3[CH:18]=[CH:17][CH:16]=[C:15]([F:19])[C:14]=3[F:20])[C:11](=[O:21])[CH:10]=[C:9]([OH:22])[N:8]=2)[CH2:6][CH2:5][CH2:4][CH2:3][CH2:2]1.[Cl-].C[Al+]C.CCCCCC.FC1C(F)=CC=C[C:35]=1[NH2:36].C1(C#N)CCCCC1.C(OCC)(=O)[CH2:51][C:52]([O:54]CC)=[O:53].C[O-:62].[Na+]. Given the product [CH:1]1([C:7]2[N:12]([C:13]3[CH:18]=[CH:17][CH:16]=[C:15]([F:19])[C:14]=3[F:20])[C:11](=[O:21])[C:10]([C:35]([NH:36][CH2:51][C:52]([OH:54])=[O:53])=[O:62])=[C:9]([OH:22])[N:8]=2)[CH2:2][CH2:3][CH2:4][CH2:5][CH2:6]1, predict the reactants needed to synthesize it. (3) Given the product [Br:1][C:2]1[CH:7]=[CH:6][C:5]([S:8][CH:14]2[CH2:18][CH2:17][CH2:16][C:15]2([CH3:20])[CH3:19])=[CH:4][CH:3]=1, predict the reactants needed to synthesize it. The reactants are: [Br:1][C:2]1[CH:7]=[CH:6][C:5]([SH:8])=[CH:4][CH:3]=1.CS(O[CH:14]1[CH2:18][CH2:17][CH2:16][C:15]1([CH3:20])[CH3:19])(=O)=O.C(=O)([O-])[O-].[K+].[K+]. (4) Given the product [CH2:1]([O:4][C@H:11]1[CH2:16][CH2:15][C@H:14]([C:17]([O:19][CH2:20][CH3:21])=[O:18])[CH2:13][CH2:12]1)[CH2:2][CH3:3], predict the reactants needed to synthesize it. The reactants are: [CH:1](=[O:4])[CH2:2][CH3:3].CC([Si](C)(C)O[C@H:11]1[CH2:16][CH2:15][C@H:14]([C:17]([O:19][CH2:20][CH3:21])=[O:18])[CH2:13][CH2:12]1)(C)C.[Bi](Br)(Br)Br.C([SiH](CC)CC)C. (5) Given the product [CH3:12][C:9]1[CH:8]=[CH:7][C:6]2[C:11](=[C:2]([CH:27]=[O:28])[CH:3]=[CH:4][CH:5]=2)[N:10]=1, predict the reactants needed to synthesize it. The reactants are: Br[C:2]1[CH:3]=[CH:4][CH:5]=[C:6]2[C:11]=1[N:10]=[C:9]([CH3:12])[CH:8]=[CH:7]2.C([Li])CCC.CCCCCC.CN([CH:27]=[O:28])C.[NH4+].[Cl-]. (6) Given the product [OH:36][C:34]([C:33]([F:38])([F:37])[F:32])=[O:35].[CH3:1][C:2]1[N:7]2[CH:8]=[C:9]([CH2:11][CH2:12][C:13]3[NH:14][CH:15]=[C:16]([C:18]4[S:19][CH:20]=[CH:21][CH:22]=4)[N:17]=3)[N:10]=[C:6]2[N:5]=[C:4]([CH3:31])[CH:3]=1, predict the reactants needed to synthesize it. The reactants are: [CH3:1][C:2]1[N:7]2[CH:8]=[C:9]([CH2:11][CH2:12][C:13]3[N:14](COCC[Si](C)(C)C)[CH:15]=[C:16]([C:18]4[S:19][CH:20]=[CH:21][CH:22]=4)[N:17]=3)[N:10]=[C:6]2[N:5]=[C:4]([CH3:31])[CH:3]=1.[F:32][C:33]([F:38])([F:37])[C:34]([OH:36])=[O:35].